From a dataset of Reaction yield outcomes from USPTO patents with 853,638 reactions. Predict the reaction yield, written as a fraction of the theoretical maximum amount of product (1.0 means a 100% yield; for example, 0.34 means a 34% yield). (1) The reactants are [OH-:1].[K+].[CH2:3]([CH:5]1[CH2:10][O:9][C:8]2[CH:11]=[CH:12][C:13]([C:15]#N)=[CH:14][C:7]=2[O:6]1)[CH3:4].C(O)C.Cl.[OH2:21]. No catalyst specified. The product is [CH2:3]([CH:5]1[CH2:10][O:9][C:8]2[CH:11]=[CH:12][C:13]([C:15]([OH:21])=[O:1])=[CH:14][C:7]=2[O:6]1)[CH3:4]. The yield is 0.920. (2) The reactants are [C:1]1([C:21]2[CH:26]=[CH:25][CH:24]=[CH:23][CH:22]=2)[CH:6]=[CH:5][CH:4]=[CH:3][C:2]=1[N:7]1[C:16](=[O:17])[C:15]2[C:10](=[CH:11][CH:12]=[CH:13][C:14]=2[Cl:18])[N:9]=[C:8]1[CH2:19]Cl.[N:27]1[C:35]([NH2:36])=[C:34]2[C:30]([N:31]=[CH:32][NH:33]2)=[N:29][CH:28]=1.C([O-])([O-])=O.[K+].[K+]. The catalyst is CN(C=O)C. The product is [NH2:36][C:35]1[N:27]=[CH:28][N:29]=[C:30]2[C:34]=1[N:33]=[CH:32][N:31]2[CH2:19][C:8]1[N:7]([C:2]2[CH:3]=[CH:4][CH:5]=[CH:6][C:1]=2[C:21]2[CH:26]=[CH:25][CH:24]=[CH:23][CH:22]=2)[C:16](=[O:17])[C:15]2[C:10](=[CH:11][CH:12]=[CH:13][C:14]=2[Cl:18])[N:9]=1. The yield is 0.680. (3) The reactants are [CH3:1][N:2]([CH2:12][C:13]1[CH:14]=[C:15]([C:19]2[S:23][C:22]([CH:24]=[CH:25][C:26]([OH:28])=[O:27])=[CH:21][CH:20]=2)[CH:16]=[CH:17][CH:18]=1)[C:3](=[O:11])[CH2:4][CH2:5][CH2:6][CH2:7][CH2:8][CH2:9][CH3:10]. The catalyst is CO.[Pd]. The product is [CH3:1][N:2]([CH2:12][C:13]1[CH:14]=[C:15]([C:19]2[S:23][C:22]([CH2:24][CH2:25][C:26]([OH:28])=[O:27])=[CH:21][CH:20]=2)[CH:16]=[CH:17][CH:18]=1)[C:3](=[O:11])[CH2:4][CH2:5][CH2:6][CH2:7][CH2:8][CH2:9][CH3:10]. The yield is 0.890. (4) The reactants are [NH2:1][C@@H:2]([CH2:7][C:8]1[CH:13]=[CH:12][C:11]([C:14]2[CH:19]=[CH:18][CH:17]=[C:16]([CH2:20][NH:21][CH2:22][C:23](=[O:30])[C:24]3[CH:29]=[CH:28][CH:27]=[CH:26][CH:25]=3)[CH:15]=2)=[CH:10][CH:9]=1)[C:3]([O:5][CH3:6])=[O:4].[C:31]([CH2:39][C:40](=O)[CH3:41])(=[O:38])[C:32]1[CH:37]=[CH:36][CH:35]=[CH:34][CH:33]=1. The catalyst is CO. The product is [C:23]([CH2:22][NH:21][CH2:20][C:16]1[CH:15]=[C:14]([C:11]2[CH:10]=[CH:9][C:8]([CH2:7][C@H:2]([NH:1][C:40]([CH3:41])=[CH:39][C:31](=[O:38])[C:32]3[CH:37]=[CH:36][CH:35]=[CH:34][CH:33]=3)[C:3]([O:5][CH3:6])=[O:4])=[CH:13][CH:12]=2)[CH:19]=[CH:18][CH:17]=1)(=[O:30])[C:24]1[CH:25]=[CH:26][CH:27]=[CH:28][CH:29]=1. The yield is 0.700. (5) The reactants are [CH3:1][Mg]Br.[Cl:4][C:5]1[S:9][C:8]([S:10]([NH:13][C@H:14]([CH:20]=[O:21])[CH:15]([CH2:18][CH3:19])[CH2:16][CH3:17])(=[O:12])=[O:11])=[CH:7][CH:6]=1. The catalyst is C1(C)C=CC=CC=1.C1COCC1.C1COCC1. The product is [Cl:4][C:5]1[S:9][C:8]([S:10]([NH:13][C@H:14]([CH:20]([OH:21])[CH3:1])[CH:15]([CH2:16][CH3:17])[CH2:18][CH3:19])(=[O:12])=[O:11])=[CH:7][CH:6]=1. The yield is 0.830.